This data is from NCI-60 drug combinations with 297,098 pairs across 59 cell lines. The task is: Regression. Given two drug SMILES strings and cell line genomic features, predict the synergy score measuring deviation from expected non-interaction effect. (1) Drug 1: C1=NC2=C(N=C(N=C2N1C3C(C(C(O3)CO)O)O)F)N. Drug 2: CC1=C(C=C(C=C1)NC(=O)C2=CC=C(C=C2)CN3CCN(CC3)C)NC4=NC=CC(=N4)C5=CN=CC=C5. Cell line: CAKI-1. Synergy scores: CSS=21.5, Synergy_ZIP=-3.00, Synergy_Bliss=0.867, Synergy_Loewe=-15.6, Synergy_HSA=-2.94. (2) Drug 1: CC1=C(C=C(C=C1)NC(=O)C2=CC=C(C=C2)CN3CCN(CC3)C)NC4=NC=CC(=N4)C5=CN=CC=C5. Drug 2: CCCCCOC(=O)NC1=NC(=O)N(C=C1F)C2C(C(C(O2)C)O)O. Cell line: BT-549. Synergy scores: CSS=-6.65, Synergy_ZIP=-0.951, Synergy_Bliss=-5.39, Synergy_Loewe=-15.8, Synergy_HSA=-10.5. (3) Drug 1: CC12CCC3C(C1CCC2O)C(CC4=C3C=CC(=C4)O)CCCCCCCCCS(=O)CCCC(C(F)(F)F)(F)F. Drug 2: CN(CC1=CN=C2C(=N1)C(=NC(=N2)N)N)C3=CC=C(C=C3)C(=O)NC(CCC(=O)O)C(=O)O. Cell line: 786-0. Synergy scores: CSS=58.3, Synergy_ZIP=3.39, Synergy_Bliss=0.877, Synergy_Loewe=-11.4, Synergy_HSA=-0.449. (4) Drug 1: CCC1=C2CN3C(=CC4=C(C3=O)COC(=O)C4(CC)O)C2=NC5=C1C=C(C=C5)O. Drug 2: CCN(CC)CCCC(C)NC1=C2C=C(C=CC2=NC3=C1C=CC(=C3)Cl)OC. Cell line: IGROV1. Synergy scores: CSS=8.21, Synergy_ZIP=-5.05, Synergy_Bliss=-0.148, Synergy_Loewe=-19.5, Synergy_HSA=-0.465. (5) Drug 1: C1C(C(OC1N2C=NC3=C(N=C(N=C32)Cl)N)CO)O. Drug 2: CCN(CC)CCNC(=O)C1=C(NC(=C1C)C=C2C3=C(C=CC(=C3)F)NC2=O)C. Cell line: HCT-15. Synergy scores: CSS=26.4, Synergy_ZIP=-0.856, Synergy_Bliss=0.589, Synergy_Loewe=-21.9, Synergy_HSA=-6.39. (6) Drug 1: CCCS(=O)(=O)NC1=C(C(=C(C=C1)F)C(=O)C2=CNC3=C2C=C(C=N3)C4=CC=C(C=C4)Cl)F. Drug 2: C1CNP(=O)(OC1)N(CCCl)CCCl. Cell line: M14. Synergy scores: CSS=33.4, Synergy_ZIP=0.323, Synergy_Bliss=-1.60, Synergy_Loewe=-37.5, Synergy_HSA=-1.96.